Dataset: Retrosynthesis with 50K atom-mapped reactions and 10 reaction types from USPTO. Task: Predict the reactants needed to synthesize the given product. (1) The reactants are: CN1CCN(c2cc3[nH]c(=O)c(C(=O)O)cc3cn2)CC1.COC(=O)c1ccc(Cl)c(N)c1. Given the product COC(=O)c1ccc(Cl)c(NC(=O)c2cc3cnc(N4CCN(C)CC4)cc3[nH]c2=O)c1, predict the reactants needed to synthesize it. (2) Given the product CS(=O)(=O)c1cccc2c1CN([C@@H](CC1CCCCC1)C(=O)Nc1nccs1)C2=O, predict the reactants needed to synthesize it. The reactants are: CS(=O)(=O)c1cccc2c1CN([C@@H](CC1CCCCC1)C(=O)O)C2=O.Nc1nccs1. (3) The reactants are: CC(C)(C)OC(=O)NC(CO)Cc1ccc(OCc2ccccc2)cc1. Given the product NC(CO)Cc1ccc(OCc2ccccc2)cc1, predict the reactants needed to synthesize it. (4) Given the product COc1cc(Nc2nc3n(n2)CC=CCC3c2ccc(F)cc2)ccc1-n1cnc(Cl)c1, predict the reactants needed to synthesize it. The reactants are: C=CCC(c1ccc(F)cc1)c1nc(Nc2ccc(-n3cnc(Cl)c3)c(OC)c2)nn1CC=C. (5) Given the product COC(=O)C=Cc1cccc(N)c1, predict the reactants needed to synthesize it. The reactants are: COC(=O)C=Cc1cccc([N+](=O)[O-])c1. (6) Given the product Cc1nc(C(=O)N2C[C@@H]3CCC[C@@H]3[C@H]2CNC(=O)c2c(C)nc3sccn23)c(-c2ccc(Cl)cc2)s1, predict the reactants needed to synthesize it. The reactants are: Cc1nc(C(=O)O)c(-c2ccc(Cl)cc2)s1.Cc1nc2sccn2c1C(=O)NC[C@H]1NC[C@@H]2CCC[C@H]12. (7) Given the product COc1cc(CO)cc2c1OCO2, predict the reactants needed to synthesize it. The reactants are: COC(=O)c1cc(OC)c2c(c1)OCO2. (8) Given the product COCCOc1ccccc1C(=O)O, predict the reactants needed to synthesize it. The reactants are: COCCOc1ccccc1C(=O)OC. (9) Given the product CN(C)CCCOc1ccc(N)cc1, predict the reactants needed to synthesize it. The reactants are: CN(C)CCCOc1ccc([N+](=O)[O-])cc1. (10) Given the product COC(=O)c1ccc2c(C3CCCCC3)c(Br)n(CC(=O)O)c2c1, predict the reactants needed to synthesize it. The reactants are: COC(=O)c1ccc2c(C3CCCCC3)c(Br)n(CC(=O)OC(C)(C)C)c2c1.